Dataset: Forward reaction prediction with 1.9M reactions from USPTO patents (1976-2016). Task: Predict the product of the given reaction. The product is: [F:8][CH:9]([F:12])[CH2:10][O:11][C:14]1[CH:15]=[N:16][CH:17]=[CH:18][C:19]=1[C:20]1[S:21][C:22]2[C:27]([N:28]=1)=[CH:26][C:25]([C:29]([F:32])([F:30])[F:31])=[CH:24][N:23]=2. Given the reactants [H-].[Na+].CN(C=O)C.[F:8][CH:9]([F:12])[CH2:10][OH:11].F[C:14]1[CH:15]=[N:16][CH:17]=[CH:18][C:19]=1[C:20]1[S:21][C:22]2[C:27]([N:28]=1)=[CH:26][C:25]([C:29]([F:32])([F:31])[F:30])=[CH:24][N:23]=2, predict the reaction product.